Dataset: Full USPTO retrosynthesis dataset with 1.9M reactions from patents (1976-2016). Task: Predict the reactants needed to synthesize the given product. (1) Given the product [Cl:27][C:24]1[CH:25]=[CH:26][C:21]([S:18]([C:9]2[S:8][C:4]3=[N:5][CH:6]=[CH:7][C:2]([OH:30])=[C:3]3[C:10]=2[C:11]2[CH:16]=[CH:15][C:14]([Cl:17])=[CH:13][CH:12]=2)(=[O:20])=[O:19])=[CH:22][CH:23]=1, predict the reactants needed to synthesize it. The reactants are: Cl[C:2]1[CH:7]=[CH:6][N:5]=[C:4]2[S:8][C:9]([S:18]([C:21]3[CH:26]=[CH:25][C:24]([Cl:27])=[CH:23][CH:22]=3)(=[O:20])=[O:19])=[C:10]([C:11]3[CH:16]=[CH:15][C:14]([Cl:17])=[CH:13][CH:12]=3)[C:3]=12.C([O-])(=[O:30])C.[Na+]. (2) Given the product [CH3:31][O:30][C:22]1[C:23]([C:28]#[N:29])=[CH:24][C:25]2[CH2:26][CH2:27][CH:18]([N:8]3[CH2:9][CH2:10][NH:11][CH2:12][C:13]3=[O:14])[CH2:19][C:20]=2[CH:21]=1, predict the reactants needed to synthesize it. The reactants are: C(OC([N:8]([CH:18]1[CH2:27][CH2:26][C:25]2[C:20](=[CH:21][C:22]([O:30][CH3:31])=[C:23]([C:28]#[N:29])[CH:24]=2)[CH2:19]1)[CH2:9][CH2:10][NH:11][CH2:12][C:13](OCC)=[O:14])=O)(C)(C)C.Cl.CCN(C(C)C)C(C)C.